Dataset: Forward reaction prediction with 1.9M reactions from USPTO patents (1976-2016). Task: Predict the product of the given reaction. Given the reactants [Cl:1][C:2]1[CH:7]=[CH:6][C:5]([OH:8])=[CH:4][C:3]=1[C:9]1[C:18]2[C:13](=[C:14]([C:19]([F:22])([F:21])[F:20])[CH:15]=[CH:16][CH:17]=2)[N:12]=[CH:11][N:10]=1.F[C:24]1[CH:29]=[C:28]([S:30]([CH3:33])(=[O:32])=[O:31])[CH:27]=[C:26]([F:34])[CH:25]=1, predict the reaction product. The product is: [Cl:1][C:2]1[CH:7]=[CH:6][C:5]([O:8][C:24]2[CH:29]=[C:28]([S:30]([CH3:33])(=[O:31])=[O:32])[CH:27]=[C:26]([F:34])[CH:25]=2)=[CH:4][C:3]=1[C:9]1[C:18]2[C:13](=[C:14]([C:19]([F:20])([F:22])[F:21])[CH:15]=[CH:16][CH:17]=2)[N:12]=[CH:11][N:10]=1.